Dataset: Full USPTO retrosynthesis dataset with 1.9M reactions from patents (1976-2016). Task: Predict the reactants needed to synthesize the given product. (1) Given the product [Cl:1][C:2]1[CH:11]=[C:6]([C:7]([O:9][CH3:10])=[O:8])[C:5]([C:30]2[CH:29]=[CH:28][CH:27]=[C:26]([F:25])[CH:31]=2)=[C:4]([N+:20]([O-:22])=[O:21])[C:3]=1[C:23]#[N:24], predict the reactants needed to synthesize it. The reactants are: [Cl:1][C:2]1[C:3]([C:23]#[N:24])=[C:4]([N+:20]([O-:22])=[O:21])[C:5](OS(C(F)(F)F)(=O)=O)=[C:6]([CH:11]=1)[C:7]([O:9][CH3:10])=[O:8].[F:25][C:26]1[CH:27]=[C:28](B(O)O)[CH:29]=[CH:30][CH:31]=1.C([O-])(O)=O.[Na+]. (2) Given the product [CH2:7]([O:14][CH2:15][CH2:16][NH:18][C:19]1[CH:24]=[CH:23][CH:22]=[C:21]([F:25])[CH:20]=1)[C:8]1[CH:9]=[CH:10][CH:11]=[CH:12][CH:13]=1, predict the reactants needed to synthesize it. The reactants are: [H-].[H-].[H-].[H-].[Li+].[Al+3].[CH2:7]([O:14][CH2:15][C:16]([NH:18][C:19]1[CH:24]=[CH:23][CH:22]=[C:21]([F:25])[CH:20]=1)=O)[C:8]1[CH:13]=[CH:12][CH:11]=[CH:10][CH:9]=1.C(Cl)Cl.[OH-].[Na+]. (3) Given the product [C:31]([O:30][C:28]([NH:27][C:24]1[CH:25]=[CH:26][N:21]2[N:20]=[CH:38][C:37]([C:36]([O:40][CH2:41][CH3:42])=[O:39])=[C:22]2[C:23]=1[F:35])=[O:29])([CH3:32])([CH3:34])[CH3:33], predict the reactants needed to synthesize it. The reactants are: C([O-])([O-])=O.[K+].[K+].[N+](C1C=C([N+]([O-])=O)C=CC=1[O-])([O-])=O.[NH2:20][N+:21]1[CH:26]=[CH:25][C:24]([NH:27][C:28]([O:30][C:31]([CH3:34])([CH3:33])[CH3:32])=[O:29])=[C:23]([F:35])[CH:22]=1.[C:36]([O:40][CH2:41][CH3:42])(=[O:39])[C:37]#[CH:38]. (4) Given the product [NH2:16][C:12]1[C:13]([OH:15])=[N:14][C:9]([C:7]2[N:8]=[C:4]([CH:1]3[CH2:2][CH2:3]3)[NH:5][C:6]=2[C:19]2[CH:24]=[CH:23][C:22]([F:25])=[CH:21][C:20]=2[F:26])=[CH:10][CH:11]=1, predict the reactants needed to synthesize it. The reactants are: [CH:1]1([C:4]2[NH:5][C:6]([C:19]3[CH:24]=[CH:23][C:22]([F:25])=[CH:21][C:20]=3[F:26])=[C:7]([C:9]3[N:14]=[C:13]([OH:15])[C:12]([N+:16]([O-])=O)=[CH:11][CH:10]=3)[N:8]=2)[CH2:3][CH2:2]1. (5) Given the product [O:28]1[CH2:29][CH2:30][N:25]([CH2:24][C:21]2[CH:20]=[CH:19][C:18]([CH2:17][O:16][C:13]3[CH:12]=[CH:11][CH:10]=[C:9]4[C:14]=3[CH2:15][N:7]([CH:6]3[CH2:5][CH2:4][C:3](=[O:2])[NH:33][C:32]3=[O:34])[C:8]4=[O:31])=[CH:23][CH:22]=2)[CH2:26][CH2:27]1, predict the reactants needed to synthesize it. The reactants are: C[O:2][C:3](=O)[CH2:4][CH2:5][CH:6]([C:32](=[O:34])[NH2:33])[N:7]1[CH2:15][C:14]2[C:9](=[CH:10][CH:11]=[CH:12][C:13]=2[O:16][CH2:17][C:18]2[CH:23]=[CH:22][C:21]([CH2:24][N:25]3[CH2:30][CH2:29][O:28][CH2:27][CH2:26]3)=[CH:20][CH:19]=2)[C:8]1=[O:31].CC(C)([O-])C.[K+].Cl.C([O-])(O)=O.[Na+]. (6) Given the product [Br:13][CH2:11][C:10]([C:6]1[CH:7]=[CH:8][CH:9]=[C:4]([N+:1]([O-:3])=[O:2])[CH:5]=1)=[O:12], predict the reactants needed to synthesize it. The reactants are: [N+:1]([C:4]1[CH:5]=[C:6]([C:10](=[O:12])[CH3:11])[CH:7]=[CH:8][CH:9]=1)([O-:3])=[O:2].[Br-:13].[Br-].[Br-].[NH+]1C=CC=CC=1.[NH+]1C=CC=CC=1.[NH+]1C=CC=CC=1. (7) Given the product [Cl:42][C:40]1[CH:39]=[CH:38][C:37]([C:43]2[NH:47][C:46](=[O:48])[O:45][N:44]=2)=[C:36]([NH:35][C:18]([C:4]2[N:5]=[C:6]([C:8]3[CH:9]=[CH:10][C:11]([C:14]([F:16])([F:15])[F:17])=[CH:12][CH:13]=3)[O:7][C:3]=2[C:2]([F:1])([F:21])[F:22])=[O:19])[CH:41]=1, predict the reactants needed to synthesize it. The reactants are: [F:1][C:2]([F:22])([F:21])[C:3]1[O:7][C:6]([C:8]2[CH:13]=[CH:12][C:11]([C:14]([F:17])([F:16])[F:15])=[CH:10][CH:9]=2)=[N:5][C:4]=1[C:18](O)=[O:19].CCN=C=NCCCN(C)C.Cl.[NH2:35][C:36]1[CH:41]=[C:40]([Cl:42])[CH:39]=[CH:38][C:37]=1[C:43]1[NH:47][C:46](=[O:48])[O:45][N:44]=1. (8) Given the product [NH:24]1[CH:25]=[C:21]([CH:19]2[O:18][N:17]=[C:16]([C:14]3[N:13]=[C:12]([CH3:45])[N:11]=[C:10]([C:8]([NH:7][CH2:6][C:5]4[CH:46]=[CH:47][C:2]([F:1])=[C:3]([O:48][CH3:49])[CH:4]=4)=[O:9])[CH:15]=3)[CH2:20]2)[N:22]=[CH:23]1, predict the reactants needed to synthesize it. The reactants are: [F:1][C:2]1[CH:47]=[CH:46][C:5]([CH2:6][NH:7][C:8]([C:10]2[CH:15]=[C:14]([C:16]3[CH2:20][CH:19]([C:21]4[N:22]=[CH:23][N:24](C(C5C=CC=CC=5)(C5C=CC=CC=5)C5C=CC=CC=5)[CH:25]=4)[O:18][N:17]=3)[N:13]=[C:12]([CH3:45])[N:11]=2)=[O:9])=[CH:4][C:3]=1[O:48][CH3:49].Cl. (9) The reactants are: [CH3:1][O:2][CH2:3][CH2:4][CH2:5][C:6]1[CH:11]=[CH:10][CH:9]=[CH:8][C:7]=1[C:12]1[N:17]=[CH:16][C:15]([CH2:18]O)=[C:14]([C:20]([F:23])([F:22])[F:21])[CH:13]=1.C1C=CC(P(C2C=CC=CC=2)CCP(C2C=CC=CC=2)C2C=CC=CC=2)=CC=1.C(Br)(Br)(Br)[Br:53]. Given the product [Br:53][CH2:18][C:15]1[C:14]([C:20]([F:23])([F:22])[F:21])=[CH:13][C:12]([C:7]2[CH:8]=[CH:9][CH:10]=[CH:11][C:6]=2[CH2:5][CH2:4][CH2:3][O:2][CH3:1])=[N:17][CH:16]=1, predict the reactants needed to synthesize it.